From a dataset of Full USPTO retrosynthesis dataset with 1.9M reactions from patents (1976-2016). Predict the reactants needed to synthesize the given product. (1) Given the product [C:11]([O:15][C:16]([NH:18][C@H:19]1[CH2:23][C@@:22]([CH2:37][CH2:36][O:35][Si:32]([C:29]([CH3:31])([CH3:30])[CH3:28])([CH3:34])[CH3:33])([C:24]([O:26][CH3:27])=[O:25])[CH:21]=[CH:20]1)=[O:17])([CH3:14])([CH3:13])[CH3:12], predict the reactants needed to synthesize it. The reactants are: [Li+].C[Si]([N-][Si](C)(C)C)(C)C.[C:11]([O:15][C:16]([NH:18][C@H:19]1[CH2:23][C@@H:22]([C:24]([O:26][CH3:27])=[O:25])[CH:21]=[CH:20]1)=[O:17])([CH3:14])([CH3:13])[CH3:12].[CH3:28][C:29]([Si:32]([O:35][CH2:36][CH2:37]I)([CH3:34])[CH3:33])([CH3:31])[CH3:30].Cl. (2) The reactants are: COC1C=CC(C(O[C:10]2[C:15]([NH:16][C:17](=[O:26])[C:18]3[CH:23]=[CH:22][C:21]([O:24]C)=[CH:20][CH:19]=3)=[CH:14][C:13]([O:27]C)=[CH:12][C:11]=2[Br:29])=O)=CC=1.O.C1(C)C=CC(S(O)(=O)=O)=CC=1.CC1C=CC(C)=CC=1. Given the product [Br:29][C:11]1[C:10]2[O:26][C:17]([C:18]3[CH:23]=[CH:22][C:21]([OH:24])=[CH:20][CH:19]=3)=[N:16][C:15]=2[CH:14]=[C:13]([OH:27])[CH:12]=1, predict the reactants needed to synthesize it. (3) Given the product [CH2:1]([O:8][C:9]1[CH:10]=[C:11]2[C:15](=[CH:16][CH:17]=1)[N:14]([CH2:21][C:22]1[CH:41]=[CH:40][C:25]([CH2:26][O:27][C:28]3[CH:33]=[CH:32][C:31]([CH2:34][CH2:35][C:36]([OH:38])=[O:37])=[CH:30][CH:29]=3)=[CH:24][CH:23]=1)[CH:13]=[CH:12]2)[C:2]1[CH:3]=[CH:4][CH:5]=[CH:6][CH:7]=1, predict the reactants needed to synthesize it. The reactants are: [CH2:1]([O:8][C:9]1[CH:10]=[C:11]2[C:15](=[CH:16][CH:17]=1)[NH:14][CH:13]=[CH:12]2)[C:2]1[CH:7]=[CH:6][CH:5]=[CH:4][CH:3]=1.[H-].[Na+].Cl[CH2:21][C:22]1[CH:41]=[CH:40][C:25]([CH2:26][O:27][C:28]2[CH:33]=[CH:32][C:31]([CH2:34][CH2:35][C:36]([O:38]C)=[O:37])=[CH:30][CH:29]=2)=[CH:24][CH:23]=1.[OH-].[Na+]. (4) Given the product [C:7]([O:11][C:12](=[O:18])[CH2:13][CH2:14][CH2:15][CH2:16][O:26][C:23]1[CH:22]=[N:21][C:20]([Cl:19])=[N:25][CH:24]=1)([CH3:10])([CH3:9])[CH3:8], predict the reactants needed to synthesize it. The reactants are: C(=O)([O-])[O-].[K+].[K+].[C:7]([O:11][C:12](=[O:18])[CH2:13][CH2:14][CH2:15][CH2:16]Br)([CH3:10])([CH3:9])[CH3:8].[Cl:19][C:20]1[N:25]=[CH:24][C:23]([OH:26])=[CH:22][N:21]=1.O. (5) Given the product [F:28][C:29]([F:44])([F:43])[C:30]1[CH:31]=[C:32]([C:33]([N:8]2[CH2:13][CH2:12][C@H:11]([N:25]3[CH2:26][CH2:27][N:22]([CH3:21])[CH2:23][CH2:24]3)[C@H:10]([C:15]3[CH:16]=[CH:17][CH:18]=[CH:19][CH:20]=3)[CH2:9]2)=[O:34])[CH:36]=[C:37]([C:39]([F:42])([F:41])[F:40])[CH:38]=1, predict the reactants needed to synthesize it. The reactants are: C([N:8]1[CH2:13][CH2:12][C:11](=O)[CH:10]([C:15]2[CH:20]=[CH:19][CH:18]=[CH:17][CH:16]=2)[CH2:9]1)C1C=CC=CC=1.[CH3:21][N:22]1[CH2:27][CH2:26][NH:25][CH2:24][CH2:23]1.[F:28][C:29]([F:44])([F:43])[C:30]1[CH:31]=[C:32]([CH:36]=[C:37]([C:39]([F:42])([F:41])[F:40])[CH:38]=1)[C:33](Cl)=[O:34].